This data is from Reaction yield outcomes from USPTO patents with 853,638 reactions. The task is: Predict the reaction yield, written as a fraction of the theoretical maximum amount of product (1.0 means a 100% yield; for example, 0.34 means a 34% yield). (1) The reactants are Br[C:2]1[C:3](=[O:13])[C:4]2[C:9]([C:10](=[O:12])[CH:11]=1)=[CH:8][CH:7]=[CH:6][CH:5]=2.[CH3:14][C:15]1[CH:22]=[CH:21][C:18]([CH2:19][NH2:20])=[CH:17][CH:16]=1. The catalyst is CCO. The product is [CH3:14][C:15]1[CH:22]=[CH:21][C:18]([CH2:19][NH:20][C:2]2[C:3](=[O:13])[C:4]3[C:9]([C:10](=[O:12])[CH:11]=2)=[CH:8][CH:7]=[CH:6][CH:5]=3)=[CH:17][CH:16]=1. The yield is 0.560. (2) The reactants are [CH:1]([C:3]1[CH:11]=[CH:10][C:6]([C:7]([OH:9])=O)=[CH:5][CH:4]=1)=[O:2].ON1C2C=CC=CC=2N=N1.Cl.CN(C)CCCN=C=NCC.Cl.[CH3:35][O:36][C:37](=[O:41])[CH2:38][CH2:39][NH2:40]. The catalyst is CN(C=O)C.C(N(CC)CC)C. The product is [CH3:35][O:36][C:37](=[O:41])[CH2:38][CH2:39][NH:40][C:7](=[O:9])[C:6]1[CH:5]=[CH:4][C:3]([CH:1]=[O:2])=[CH:11][CH:10]=1. The yield is 0.700. (3) The reactants are C([O:4][P:5]([CH2:11][O:12][CH2:13][C:14]([CH2:37][CH3:38])=[CH:15][CH2:16][C:17]1[C:18]([O:30]CC[Si](C)(C)C)=[C:19]2[C:23](=[C:24]([CH3:28])[C:25]=1[O:26][CH3:27])[CH2:22][O:21][C:20]2=[O:29])(=[O:10])[O:6]C(C)C)(C)C.N1C(C)=CC=CC=1C.Br[Si](C)(C)C. The catalyst is C(#N)C. The product is [CH2:37]([C:14](=[CH:15][CH2:16][C:17]1[C:18]([OH:30])=[C:19]2[C:23](=[C:24]([CH3:28])[C:25]=1[O:26][CH3:27])[CH2:22][O:21][C:20]2=[O:29])[CH2:13][O:12][CH2:11][P:5](=[O:4])([OH:6])[OH:10])[CH3:38]. The yield is 0.700. (4) The reactants are [NH2:1][C:2]1[CH:7]=[CH:6][CH:5]=[CH:4][C:3]=1[NH:8][C:9](=[O:28])[C:10]1[CH:15]=[CH:14][C:13]([N:16]2[CH2:20][CH2:19][C@H:18]([S:21][C:22]3[CH:27]=[CH:26][CH:25]=[CH:24][N:23]=3)[CH2:17]2)=[CH:12][CH:11]=1.C1C=C(Cl)C=C(C(OO)=[O:37])C=1. The catalyst is C(Cl)Cl. The product is [NH2:1][C:2]1[CH:7]=[CH:6][CH:5]=[CH:4][C:3]=1[NH:8][C:9](=[O:28])[C:10]1[CH:11]=[CH:12][C:13]([N:16]2[CH2:20][CH2:19][C@H:18]([S@@:21]([C:22]3[CH:27]=[CH:26][CH:25]=[CH:24][N:23]=3)=[O:37])[CH2:17]2)=[CH:14][CH:15]=1. The yield is 0.800. (5) The reactants are Br[C:2]1[CH:10]=[C:9]2[C:5]([CH:6]=[CH:7][N:8]2[CH2:11][C:12]2[CH:17]=[CH:16][C:15]([C:18]([CH3:21])([CH3:20])[CH3:19])=[CH:14][CH:13]=2)=[CH:4][CH:3]=1.[F:22][C:23]([F:34])([F:33])[C:24]1[CH:29]=[CH:28][C:27](B(O)O)=[CH:26][CH:25]=1.C(=O)([O-])[O-].[Na+].[Na+]. The catalyst is O.C(O)C.C1(C)C=CC=CC=1.[Pd].C1(P(C2C=CC=CC=2)C2C=CC=CC=2)C=CC=CC=1.C1(P(C2C=CC=CC=2)C2C=CC=CC=2)C=CC=CC=1.C1(P(C2C=CC=CC=2)C2C=CC=CC=2)C=CC=CC=1.C1(P(C2C=CC=CC=2)C2C=CC=CC=2)C=CC=CC=1. The product is [C:18]([C:15]1[CH:16]=[CH:17][C:12]([CH2:11][N:8]2[C:9]3[C:5](=[CH:4][CH:3]=[C:2]([C:27]4[CH:28]=[CH:29][C:24]([C:23]([F:34])([F:33])[F:22])=[CH:25][CH:26]=4)[CH:10]=3)[CH:6]=[CH:7]2)=[CH:13][CH:14]=1)([CH3:21])([CH3:20])[CH3:19]. The yield is 0.670. (6) The reactants are C([O:8][C:9]1[CH:14]=[CH:13][C:12]([N:15]2[C:19]([C:20]3[CH:25]=[CH:24][N:23]=[CH:22][CH:21]=3)=[CH:18][N:17]=[CH:16]2)=[CH:11][CH:10]=1)C1C=CC=CC=1.C1(OC)C=CC=CC=1. The catalyst is FC(F)(F)C(O)=O. The product is [N:23]1[CH:24]=[CH:25][C:20]([C:19]2[N:15]([C:12]3[CH:13]=[CH:14][C:9]([OH:8])=[CH:10][CH:11]=3)[CH:16]=[N:17][CH:18]=2)=[CH:21][CH:22]=1. The yield is 0.880. (7) The reactants are C(O)(=O)C.[NH2:5][CH:6]([C:9]1[CH:14]=[CH:13][C:12]([O:15][CH3:16])=[C:11]([O:17][CH2:18][CH3:19])[CH:10]=1)[C:7]#[N:8].C([O-])(=O)C.[Na+].[N+:25]([C:28]1[CH:38]=[CH:37][CH:36]=[C:30]2[C:31]([O:33][C:34](=O)[C:29]=12)=[O:32])([O-:27])=[O:26]. The catalyst is C(O)(=O)C.C(Cl)Cl. The product is [N+:25]([C:28]1[CH:38]=[CH:37][CH:36]=[C:30]2[C:29]=1[C:34](=[O:33])[N:5]([CH:6]([C:9]1[CH:14]=[CH:13][C:12]([O:15][CH3:16])=[C:11]([O:17][CH2:18][CH3:19])[CH:10]=1)[C:7]#[N:8])[C:31]2=[O:32])([O-:27])=[O:26]. The yield is 0.840.